From a dataset of Full USPTO retrosynthesis dataset with 1.9M reactions from patents (1976-2016). Predict the reactants needed to synthesize the given product. (1) Given the product [F:12][C:6]1[CH:7]=[C:8]([F:11])[CH:9]=[CH:10][C:5]=1[C:3]1[N:18]=[C:14]2[N:15]([CH:2]=1)[CH:16]=[CH:17][S:13]2, predict the reactants needed to synthesize it. The reactants are: Br[CH2:2][C:3]([C:5]1[CH:10]=[CH:9][C:8]([F:11])=[CH:7][C:6]=1[F:12])=O.[S:13]1[CH:17]=[CH:16][N:15]=[C:14]1[NH2:18]. (2) Given the product [N:24]1([CH2:29][C:30]([N:17]2[CH2:18][C@H:19]([OH:21])[CH2:20][C@@H:16]2[C:14]([NH:13][C:10]2[CH:9]=[CH:8][C:7]([O:6][C:5]3[CH:22]=[CH:23][C:2]([F:1])=[CH:3][CH:4]=3)=[CH:12][CH:11]=2)=[O:15])=[O:31])[CH:28]=[N:27][CH:26]=[N:25]1, predict the reactants needed to synthesize it. The reactants are: [F:1][C:2]1[CH:23]=[CH:22][C:5]([O:6][C:7]2[CH:12]=[CH:11][C:10]([NH:13][C:14]([C@H:16]3[CH2:20][C@@H:19]([OH:21])[CH2:18][NH:17]3)=[O:15])=[CH:9][CH:8]=2)=[CH:4][CH:3]=1.[N:24]1([CH2:29][C:30](O)=[O:31])[CH:28]=[N:27][CH:26]=[N:25]1. (3) Given the product [Cl:29][C:30]1[CH:31]=[C:32]2[C:38]([C:39]3[N:44]=[C:10]([NH:9][C@H:5]4[CH2:6][CH2:7][CH2:8][C@@H:3]([C:1]#[N:2])[CH2:4]4)[C:42]([F:48])=[CH:41][N:40]=3)=[CH:37][N:36]([S:49]([C:52]3[CH:53]=[CH:54][C:55]([CH3:56])=[CH:57][CH:58]=3)(=[O:51])=[O:50])[C:33]2=[N:34][CH:35]=1, predict the reactants needed to synthesize it. The reactants are: [C:1]([C@@H:3]1[CH2:8][CH2:7][CH2:6][C@H:5]([NH:9][C:10](=O)OCC2C=CC=CC=2)[CH2:4]1)#[N:2].CCN(C(C)C)C(C)C.[Cl:29][C:30]1[CH:31]=[C:32]2[C:38]([C:39]3[N:44]=C(S(C)=O)[C:42]([F:48])=[CH:41][N:40]=3)=[CH:37][N:36]([S:49]([C:52]3[CH:58]=[CH:57][C:55]([CH3:56])=[CH:54][CH:53]=3)(=[O:51])=[O:50])[C:33]2=[N:34][CH:35]=1.